The task is: Predict the reactants needed to synthesize the given product.. This data is from Retrosynthesis with 50K atom-mapped reactions and 10 reaction types from USPTO. (1) Given the product O=C1OC(=O)c2nc3occc3cc21, predict the reactants needed to synthesize it. The reactants are: O=C(O)c1cc2ccoc2nc1C(=O)O. (2) Given the product NC(=O)c1cc(Cl)cc2[nH]c(C(F)(F)F)nc12, predict the reactants needed to synthesize it. The reactants are: NC(=O)c1cc(Cl)cc(N)c1N.O=C(O)C(F)(F)F. (3) Given the product CC1CN(C(=O)OC(C)(C)C)CCN1c1ccccc1[N+](=O)[O-], predict the reactants needed to synthesize it. The reactants are: CC1CN(C(=O)OC(C)(C)C)CCN1.O=[N+]([O-])c1ccccc1Br. (4) Given the product CC(C)(C)OC(=O)N1CCOC(c2ccc(NC(=O)c3ccc(C(F)(F)F)cn3)cc2)C1, predict the reactants needed to synthesize it. The reactants are: CC(C)(C)OC(=O)N1CCOC(c2ccc(Br)cc2)C1.NC(=O)c1ccc(C(F)(F)F)cn1. (5) Given the product CC(C)(C)c1ccc(S(=O)(=O)Nc2ccc(Br)cc2C(=O)c2ccccc2)cc1, predict the reactants needed to synthesize it. The reactants are: CC(C)(C)c1ccc(S(=O)(=O)Cl)cc1.Nc1ccc(Br)cc1C(=O)c1ccccc1. (6) Given the product O=C(CCl)Nc1cc(O)ccc1O, predict the reactants needed to synthesize it. The reactants are: Nc1cc(O)ccc1O.O=C(Cl)CCl.